This data is from Full USPTO retrosynthesis dataset with 1.9M reactions from patents (1976-2016). The task is: Predict the reactants needed to synthesize the given product. (1) Given the product [OH:24][C:17]1[CH:18]=[CH:19][C:20]([O:22][CH3:23])=[CH:21][C:16]=1/[CH:15]=[CH:14]/[C:13](=[O:28])[CH2:12][C:11](=[O:29])/[CH:10]=[CH:9]/[C:7]1[CH:8]=[C:3]([O:2][CH3:1])[CH:4]=[CH:5][C:6]=1[OH:30].[OH:30][C:6]1[CH:5]=[CH:4][C:3]([O:2][CH3:1])=[CH:8][C:7]=1/[CH:9]=[CH:10]/[C:11](=[O:29])[CH2:12][C:13](=[O:28])/[CH:14]=[CH:15]/[C:16]1[CH:21]=[C:20]([O:22][CH3:23])[CH:19]=[CH:18][C:17]=1[O:24][CH2:25][O:26][CH3:27], predict the reactants needed to synthesize it. The reactants are: [CH3:1][O:2][C:3]1[CH:4]=[CH:5][C:6]([O:30]COC)=[C:7](/[CH:9]=[CH:10]/[C:11](=[O:29])[CH2:12][C:13](=[O:28])/[CH:14]=[CH:15]/[C:16]2[CH:21]=[C:20]([O:22][CH3:23])[CH:19]=[CH:18][C:17]=2[O:24][CH2:25][O:26][CH3:27])[CH:8]=1.FC(F)(F)C(O)=O.C([O-])(O)=O.[Na+]. (2) Given the product [CH:31]1([CH2:30][C:29]([NH:28][C:25]2[CH:26]=[CH:27][C:22]([NH:21][C:19]([N:14]3[CH2:13][C:12]4[C:16](=[CH:17][CH:18]=[C:10]([C:60]5[CH:53]=[CH:56][N:57]=[CH:58][CH:59]=5)[CH:11]=4)[CH2:15]3)=[O:20])=[CH:23][CH:24]=2)=[O:36])[CH2:32][CH2:33][CH2:34][CH2:35]1, predict the reactants needed to synthesize it. The reactants are: N1C=CC(B(O)O)=N1.Br[C:10]1[CH:11]=[C:12]2[C:16](=[CH:17][CH:18]=1)[CH2:15][N:14]([C:19]([NH:21][C:22]1[CH:27]=[CH:26][C:25]([NH:28][C:29](=[O:36])[CH2:30][CH:31]3[CH2:35][CH2:34][CH2:33][CH2:32]3)=[CH:24][CH:23]=1)=[O:20])[CH2:13]2.BrC1C=C2C(=CC=1)CN(C(NC1C=C[C:53]([C:56](=O)[NH:57][CH2:58][CH2:59][CH3:60])=CC=1)=O)C2. (3) Given the product [F:15][C:12]1[CH:13]=[CH:14][C:9]([C@H:7]([OH:6])[CH2:8][C@H:4]([CH2:1][CH:2]=[CH2:3])[C:5]([OH:17])=[O:18])=[CH:10][C:11]=1[CH3:16], predict the reactants needed to synthesize it. The reactants are: [CH2:1]([C@H:4]1[CH2:8][C@H:7]([C:9]2[CH:14]=[CH:13][C:12]([F:15])=[C:11]([CH3:16])[CH:10]=2)[O:6][C:5]1=[O:17])[CH:2]=[CH2:3].[OH-:18].[K+].Cl. (4) Given the product [O:1]=[C:2]1[C:10]2[C:5](=[CH:6][CH:7]=[CH:8][CH:9]=2)[C:4](=[O:11])[N:3]1[CH2:12][C:13](=[S:31])[NH2:14], predict the reactants needed to synthesize it. The reactants are: [O:1]=[C:2]1[C:10]2[C:5](=[CH:6][CH:7]=[CH:8][CH:9]=2)[C:4](=[O:11])[N:3]1[CH2:12][C:13]#[N:14].C(OCC)(=O)C.Cl.O1CCCC1.CCOP(S)(OCC)=[S:31].